Dataset: Full USPTO retrosynthesis dataset with 1.9M reactions from patents (1976-2016). Task: Predict the reactants needed to synthesize the given product. (1) Given the product [F:25][C:26]([F:39])([F:38])[S:27]([O:16][CH2:15][C@H:12]1[CH2:11][CH2:10][C@H:9]([O:8][Si:1]([C:4]([CH3:7])([CH3:6])[CH3:5])([CH3:3])[CH3:2])[CH2:14][CH2:13]1)(=[O:29])=[O:28], predict the reactants needed to synthesize it. The reactants are: [Si:1]([O:8][C@H:9]1[CH2:14][CH2:13][C@H:12]([CH2:15][OH:16])[CH2:11][CH2:10]1)([C:4]([CH3:7])([CH3:6])[CH3:5])([CH3:3])[CH3:2].N1C(C)=CC=CC=1C.[F:25][C:26]([F:39])([F:38])[S:27](O[S:27]([C:26]([F:39])([F:38])[F:25])(=[O:29])=[O:28])(=[O:29])=[O:28]. (2) The reactants are: [NH2:1][C:2]([CH3:7])([CH3:6])[CH2:3][CH2:4][OH:5].CCN(C(C)C)C(C)C.[Br:17][C:18]1[CH:23]=[CH:22][CH:21]=[CH:20][C:19]=1[S:24](Cl)(=[O:26])=[O:25]. Given the product [Br:17][C:18]1[CH:23]=[CH:22][CH:21]=[CH:20][C:19]=1[S:24]([NH:1][C:2]([CH3:7])([CH3:6])[CH2:3][CH2:4][OH:5])(=[O:26])=[O:25], predict the reactants needed to synthesize it. (3) Given the product [CH2:14]([N:1]1[C:5]2[CH2:6][CH2:7][CH2:8][C:4]=2[C:3]([C:9]([NH2:11])=[O:10])=[N:2]1)[C:15]1[CH:20]=[CH:19][CH:18]=[CH:17][CH:16]=1.[CH2:14]([N:2]1[CH:3]([C:9]([NH2:11])=[O:10])[C:4]2[CH2:8][CH2:7][CH2:6][C:5]=2[NH:1]1)[C:15]1[CH:20]=[CH:19][CH:18]=[CH:17][CH:16]=1, predict the reactants needed to synthesize it. The reactants are: [NH:1]1[C:5]2[CH2:6][CH2:7][CH2:8][C:4]=2[C:3]([C:9]([NH2:11])=[O:10])=[N:2]1.[OH-].[Na+].[CH2:14](Br)[C:15]1[CH:20]=[CH:19][CH:18]=[CH:17][CH:16]=1. (4) Given the product [CH3:1][C:2]1[CH:3]=[CH:4][N:5]2[C:10]=1[C:9](=[O:11])[N:8]([C:12]1[CH:13]=[CH:14][CH:15]=[CH:16][CH:17]=1)[C:7]([C@@H:18]([NH:20][C:21]1[C:22]3[C:29]([C:30]4[O:34][C:33]([CH3:35])=[N:32][CH:31]=4)=[CH:28][NH:27][C:23]=3[N:24]=[CH:25][N:26]=1)[CH3:19])=[N:6]2, predict the reactants needed to synthesize it. The reactants are: [CH3:1][C:2]1[CH:3]=[CH:4][N:5]2[C:10]=1[C:9](=[O:11])[N:8]([C:12]1[CH:17]=[CH:16][CH:15]=[CH:14][CH:13]=1)[C:7]([C@@H:18]([NH:20][C:21]1[C:22]3[C:29]([C:30]4[O:34][C:33]([CH3:35])=[N:32][CH:31]=4)=[CH:28][N:27](COCC[Si](C)(C)C)[C:23]=3[N:24]=[CH:25][N:26]=1)[CH3:19])=[N:6]2.FC(F)(F)C(O)=O.N. (5) Given the product [CH3:1][O:2][C:3](=[O:36])[CH:4]([N:16]1[CH2:21][CH2:20][NH:19][CH:18]([CH2:34][CH3:35])[CH2:17]1)[CH2:5][C:6]1[CH:15]=[CH:14][C:13]2[C:8](=[CH:9][CH:10]=[CH:11][CH:12]=2)[CH:7]=1, predict the reactants needed to synthesize it. The reactants are: [CH3:1][O:2][C:3](=[O:36])[CH:4]([N:16]1[CH2:21][CH2:20][N:19](S(C2C=CC=CC=2[N+]([O-])=O)(=O)=O)[CH:18]([CH2:34][CH3:35])[CH2:17]1)[CH2:5][C:6]1[CH:15]=[CH:14][C:13]2[C:8](=[CH:9][CH:10]=[CH:11][CH:12]=2)[CH:7]=1.C(=O)([O-])[O-].[K+].[K+].SC1C=CC(O)=CC=1.Cl.